This data is from NCI-60 drug combinations with 297,098 pairs across 59 cell lines. The task is: Regression. Given two drug SMILES strings and cell line genomic features, predict the synergy score measuring deviation from expected non-interaction effect. Drug 1: CC1CCC2CC(C(=CC=CC=CC(CC(C(=O)C(C(C(=CC(C(=O)CC(OC(=O)C3CCCCN3C(=O)C(=O)C1(O2)O)C(C)CC4CCC(C(C4)OC)OCCO)C)C)O)OC)C)C)C)OC. Cell line: NCI-H226. Synergy scores: CSS=4.78, Synergy_ZIP=-1.32, Synergy_Bliss=-2.24, Synergy_Loewe=-11.8, Synergy_HSA=-3.91. Drug 2: CNC(=O)C1=NC=CC(=C1)OC2=CC=C(C=C2)NC(=O)NC3=CC(=C(C=C3)Cl)C(F)(F)F.